From a dataset of Reaction yield outcomes from USPTO patents with 853,638 reactions. Predict the reaction yield, written as a fraction of the theoretical maximum amount of product (1.0 means a 100% yield; for example, 0.34 means a 34% yield). (1) The catalyst is CC(O)C. The yield is 0.308. The product is [CH2:13]([O:12][C:9]1[CH:10]=[C:11]2[C:6](=[CH:7][CH:8]=1)[N:5]=[C:4]([C:16]1[CH:17]=[N:18][CH:19]=[CH:20][CH:21]=1)[N:3]=[C:2]2[NH:22][C:23]1[CH:31]=[CH:30][CH:29]=[CH:28][C:24]=1[C:25]([NH2:27])=[O:26])[CH2:14][CH3:15]. The reactants are Cl[C:2]1[C:11]2[C:6](=[CH:7][CH:8]=[C:9]([O:12][CH2:13][CH2:14][CH3:15])[CH:10]=2)[N:5]=[C:4]([C:16]2[CH:17]=[N:18][CH:19]=[CH:20][CH:21]=2)[N:3]=1.[NH2:22][C:23]1[CH:31]=[CH:30][CH:29]=[CH:28][C:24]=1[C:25]([NH2:27])=[O:26]. (2) The reactants are CC[N:3]([CH:7]([CH3:9])C)[CH:4]([CH3:6])C.Cl[C:11]1[N:16]=[C:15]([Cl:17])[C:14]([C:18]([F:21])([F:20])[F:19])=[CH:13][N:12]=1.C[N:23]([CH:25]=O)C. No catalyst specified. The product is [Cl:17][C:15]1[C:14]([C:18]([F:21])([F:20])[F:19])=[CH:13][N:12]=[C:11]([NH:23][CH2:25][C:9]2[CH:7]=[N:3][CH:4]=[CH:6][C:14]=2[C:18]([F:21])([F:20])[F:19])[N:16]=1. The yield is 0.172. (3) The reactants are [NH2:1][C:2]1[C:7](Br)=[N:6][C:5]([Br:9])=[CH:4][N:3]=1.[CH3:10][N:11]1[CH2:17][CH2:16][CH2:15][NH:14][CH2:13][CH2:12]1. No catalyst specified. The product is [Br:9][C:5]1[N:6]=[C:7]([N:14]2[CH2:15][CH2:16][CH2:17][N:11]([CH3:10])[CH2:12][CH2:13]2)[C:2]([NH2:1])=[N:3][CH:4]=1. The yield is 0.900. (4) The reactants are [Cl-].[Al+3].[Cl-].[Cl-].C[O:6][C:7]1[CH:24]=[CH:23][C:10]2[CH2:11][CH:12]([CH2:18][C:19]([O:21][CH3:22])=[O:20])[C:13](=[O:17])[N:14]([CH3:16])[CH2:15][C:9]=2[CH:8]=1.C(S)C. The catalyst is C(Cl)Cl. The product is [OH:6][C:7]1[CH:24]=[CH:23][C:10]2[CH2:11][CH:12]([CH2:18][C:19]([O:21][CH3:22])=[O:20])[C:13](=[O:17])[N:14]([CH3:16])[CH2:15][C:9]=2[CH:8]=1. The yield is 0.880. (5) The reactants are [C@@H:1]1([NH:10][C:11]2[C:12]3[CH:19]=[CH:18][N:17]([C@@H:20]4[CH2:24][C@@H:23]([CH2:25][OH:26])[CH:22]=[CH:21]4)[C:13]=3[N:14]=[CH:15][N:16]=2)[C:9]2[C:4](=[CH:5][CH:6]=[CH:7][CH:8]=2)[CH2:3][CH2:2]1.N1C=CC=CC=1.Cl[S:34]([NH2:37])(=[O:36])=[O:35]. The catalyst is C(C#N)(C)=O. The product is [S:34](=[O:36])(=[O:35])([O:26][CH2:25][C@@H:23]1[CH2:24][C@@H:20]([N:17]2[C:13]3[N:14]=[CH:15][N:16]=[C:11]([NH:10][C@@H:1]4[C:9]5[C:4](=[CH:5][CH:6]=[CH:7][CH:8]=5)[CH2:3][CH2:2]4)[C:12]=3[CH:19]=[CH:18]2)[CH:21]=[CH:22]1)[NH2:37]. The yield is 0.660. (6) The reactants are [Cl:1][C:2]1[CH:7]=[CH:6][C:5]([S:8]([N:11]([C@H:19]([CH2:23][CH:24]([CH3:26])[CH3:25])[C:20]([NH2:22])=[O:21])[CH2:12][CH:13]2[CH2:18][CH2:17][NH:16][CH2:15][CH2:14]2)(=[O:10])=[O:9])=[CH:4][CH:3]=1.CCN(CC)CC.[N:34]([CH2:37][CH2:38][C:39]1[CH:44]=[CH:43][CH:42]=[CH:41][CH:40]=1)=[C:35]=[O:36].C([O-])(O)=O.[Na+]. The catalyst is C(Cl)Cl. The product is [CH2:37]([NH:34][C:35]([N:16]1[CH2:15][CH2:14][CH:13]([CH2:12][N:11]([C@@H:19]([C:20](=[O:21])[NH2:22])[CH2:23][CH:24]([CH3:26])[CH3:25])[S:8]([C:5]2[CH:6]=[CH:7][C:2]([Cl:1])=[CH:3][CH:4]=2)(=[O:9])=[O:10])[CH2:18][CH2:17]1)=[O:36])[CH2:38][C:39]1[CH:44]=[CH:43][CH:42]=[CH:41][CH:40]=1. The yield is 0.520. (7) The reactants are [H-].[Na+].[C:3]([CH2:5]P(=O)(OCC)OCC)#[N:4].[CH3:14][O:15][CH2:16][O:17][C:18]1[CH:23]=[C:22]([O:24][CH2:25][O:26][CH3:27])[CH:21]=[CH:20][C:19]=1[CH:28]1[CH2:33][CH2:32][C:31](=O)[CH2:30][CH2:29]1.O. The catalyst is COCCOC.C(OCC)C. The product is [CH3:14][O:15][CH2:16][O:17][C:18]1[CH:23]=[C:22]([O:24][CH2:25][O:26][CH3:27])[CH:21]=[CH:20][C:19]=1[CH:28]1[CH2:33][CH2:32][C:31](=[CH:5][C:3]#[N:4])[CH2:30][CH2:29]1. The yield is 0.660. (8) The reactants are [Si:1]([O:8][C:9]1[CH:10]=[C:11]([CH:14]=[CH:15][CH:16]=1)[CH:12]=O)([C:4]([CH3:7])([CH3:6])[CH3:5])([CH3:3])[CH3:2].Cl.[NH2:18][C:19]([CH3:26])([CH2:24][OH:25])[C:20]([O:22][CH3:23])=[O:21]. No catalyst specified. The product is [Si:1]([O:8][C:9]1[CH:10]=[C:11]([CH:14]=[CH:15][CH:16]=1)[CH2:12][NH:18][C:19]([CH3:26])([CH2:24][OH:25])[C:20]([O:22][CH3:23])=[O:21])([C:4]([CH3:7])([CH3:6])[CH3:5])([CH3:3])[CH3:2]. The yield is 0.970.